The task is: Predict the reactants needed to synthesize the given product.. This data is from Full USPTO retrosynthesis dataset with 1.9M reactions from patents (1976-2016). Given the product [F:1][C:2]1[CH:21]=[CH:20][C:5]2[C:6]([C:9]3[CH:14]=[CH:13][C:12]([O:15][CH2:16][C@@H:17]([OH:18])[CH2:19][N:25]4[CH2:26][CH2:27][N:22]([C:28]5[C:36]6[C:31](=[CH:32][CH:33]=[CH:34][CH:35]=6)[NH:30][N:29]=5)[CH2:23][CH2:24]4)=[CH:11][CH:10]=3)=[N:7][O:8][C:4]=2[CH:3]=1, predict the reactants needed to synthesize it. The reactants are: [F:1][C:2]1[CH:21]=[CH:20][C:5]2[C:6]([C:9]3[CH:14]=[CH:13][C:12]([O:15][CH2:16][C@@H:17]4[CH2:19][O:18]4)=[CH:11][CH:10]=3)=[N:7][O:8][C:4]=2[CH:3]=1.[N:22]1([C:28]2[C:36]3[C:31](=[CH:32][CH:33]=[CH:34][CH:35]=3)[NH:30][N:29]=2)[CH2:27][CH2:26][NH:25][CH2:24][CH2:23]1.